From a dataset of Catalyst prediction with 721,799 reactions and 888 catalyst types from USPTO. Predict which catalyst facilitates the given reaction. (1) Reactant: [CH3:1][N:2]1[C:10]2[C:5](=[CH:6][CH:7]=[CH:8][CH:9]=2)[C:4]([C:11]2[C:12](=[O:24])[NH:13][C:14](=[O:23])[C:15]=2[C:16]2[CH:21]=[CH:20][CH:19]=[C:18]([NH2:22])[CH:17]=2)=[CH:3]1.[CH3:25][C:26]1([CH3:33])[O:30][CH:29]([CH:31]=O)[CH2:28][O:27]1.[BH-](OC(C)=O)(OC(C)=O)OC(C)=O.[Na+]. Product: [CH3:1][N:2]1[C:10]2[C:5](=[CH:6][CH:7]=[CH:8][CH:9]=2)[C:4]([C:11]2[C:12](=[O:24])[NH:13][C:14](=[O:23])[C:15]=2[C:16]2[CH:21]=[CH:20][CH:19]=[C:18]([NH:22][CH2:31][CH:29]3[CH2:28][O:27][C:26]([CH3:33])([CH3:25])[O:30]3)[CH:17]=2)=[CH:3]1. The catalyst class is: 4. (2) Reactant: FC1C=C([C:9]2[CH:10]=[C:11]([C:20]#[N:21])[C:12]3[C:17]([CH:18]=2)=[CH:16][CH:15]=[C:14]([OH:19])[CH:13]=3)C=CC=1O.[CH3:22]OC1C=C2C(CCCC2=O)=CC=1. Product: [CH3:22][O:19][C:14]1[CH:13]=[C:12]2[C:17]([CH:18]=[CH:9][CH:10]=[C:11]2[C:20]#[N:21])=[CH:16][CH:15]=1. The catalyst class is: 11. (3) Reactant: [OH:1][C:2]1[CH:11]=[C:10]2[C:5]([CH2:6][CH2:7][CH2:8][C:9]2=[O:12])=[CH:4][CH:3]=1.C([O-])([O-])=O.[K+].[K+].[CH2:19](Br)[C:20]1[CH:25]=[CH:24][CH:23]=[CH:22][CH:21]=1. Product: [CH2:19]([O:1][C:2]1[CH:11]=[C:10]2[C:5]([CH2:6][CH2:7][CH2:8][C:9]2=[O:12])=[CH:4][CH:3]=1)[C:20]1[CH:25]=[CH:24][CH:23]=[CH:22][CH:21]=1. The catalyst class is: 3. (4) Reactant: [Br:1][C:2]1[CH:7]=[CH:6][CH:5]=[C:4](F)[N:3]=1.[NH2:9][CH2:10][C:11]1([C:17]#[N:18])[CH2:16][CH2:15][O:14][CH2:13][CH2:12]1.C(N(CC)CC)C. Product: [Br:1][C:2]1[N:3]=[C:4]([NH:18][CH2:17][C:11]2([C:10]#[N:9])[CH2:16][CH2:15][O:14][CH2:13][CH2:12]2)[CH:5]=[CH:6][CH:7]=1. The catalyst class is: 148. (5) Reactant: [CH2:1]([N:8]1[CH2:17][CH:16]([CH2:18][O:19][Si:20]([C:23]([CH3:26])([CH3:25])[CH3:24])([CH3:22])[CH3:21])[CH2:15][C:14]2[N:13]=[CH:12][C:11]([N:27]=C(C3C=CC=CC=3)C3C=CC=CC=3)=[CH:10][C:9]1=2)[C:2]1[CH:7]=[CH:6][CH:5]=[CH:4][CH:3]=1.C([O-])=O.[NH4+]. The catalyst class is: 19. Product: [CH2:1]([N:8]1[CH2:17][CH:16]([CH2:18][O:19][Si:20]([C:23]([CH3:25])([CH3:24])[CH3:26])([CH3:22])[CH3:21])[CH2:15][C:14]2[N:13]=[CH:12][C:11]([NH2:27])=[CH:10][C:9]1=2)[C:2]1[CH:7]=[CH:6][CH:5]=[CH:4][CH:3]=1. (6) Reactant: [C:1]([C:3]1[CH:4]=[C:5]([CH:20]=[CH:21][CH:22]=1)[CH2:6][NH:7][C:8](=[O:19])[C:9]1[C:14]([CH2:15][OH:16])=[C:13]([OH:17])[C:12]([CH3:18])=[N:11][CH:10]=1)#[N:2].Cl.[NH2:24][OH:25].C(N(CC)C(C)C)(C)C. Product: [OH:17][C:13]1[C:12]([CH3:18])=[N:11][CH:10]=[C:9]([C:14]=1[CH2:15][OH:16])[C:8]([NH:7][CH2:6][C:5]1[CH:20]=[CH:21][CH:22]=[C:3]([C:1](=[NH:2])[NH:24][OH:25])[CH:4]=1)=[O:19]. The catalyst class is: 5. (7) Reactant: [OH:1][C:2]1[CH:7]=[CH:6][C:5]([CH3:8])=[CH:4][C:3]=1[N:9]1[N:13]=[C:12]2[CH:14]=[CH:15][C:16]([C:18]([CH3:21])([CH3:20])[CH3:19])=[CH:17][C:11]2=[N:10]1.N(C(C)(C)C#N)=NC(C)(C)C#N.[Br:34]Br. Product: [OH:1][C:2]1[CH:7]=[CH:6][C:5]([CH2:8][Br:34])=[CH:4][C:3]=1[N:9]1[N:13]=[C:12]2[CH:14]=[CH:15][C:16]([C:18]([CH3:21])([CH3:20])[CH3:19])=[CH:17][C:11]2=[N:10]1. The catalyst class is: 53.